Dataset: Full USPTO retrosynthesis dataset with 1.9M reactions from patents (1976-2016). Task: Predict the reactants needed to synthesize the given product. Given the product [Br:6][C:7]1[CH:15]=[CH:11][C:10]([Cl:16])=[C:9]([CH:8]=1)[C:3]([N:2]([O:19][CH3:18])[CH3:1])=[O:4], predict the reactants needed to synthesize it. The reactants are: [CH3:1][N:2](C)[CH:3]=[O:4].[Br:6][C:7]1[CH:8]=[CH:9][C:10]([Cl:16])=[C:11]([CH:15]=1)C(O)=O.Cl.[CH3:18][O:19]NOOC.C(N(CC)CC)C.